This data is from Full USPTO retrosynthesis dataset with 1.9M reactions from patents (1976-2016). The task is: Predict the reactants needed to synthesize the given product. (1) Given the product [OH:13][C:12]([C:14]1[CH:19]=[CH:18][CH:17]=[CH:16][C:15]=1[NH2:21])([CH3:22])[CH2:11][CH2:5][CH:6]([CH3:8])[CH3:7], predict the reactants needed to synthesize it. The reactants are: [Mg].II.C(Br)[CH2:5][CH:6]([CH3:8])[CH3:7].N[CH2:11][C:12]([C:14]1[CH:19]=[CH:18][CH:17]=[CH:16][CH:15]=1)=[O:13].[Cl-].[NH4+:21].[C:22](OCC)(=O)C. (2) Given the product [CH3:1][O:2][C:3]1[CH:4]=[C:5]([CH:19]=[CH:20][C:21]=1[O:22][CH3:23])[CH2:6][CH:7]1[C:16]2[C:11](=[CH:12][C:13]([O:17][CH3:18])=[CH:14][CH:15]=2)[CH2:10][CH2:9][N:8]1[CH2:25][C:26]([NH:29][CH:30]1[C:38]2[C:33](=[CH:34][CH:35]=[CH:36][CH:37]=2)[CH2:32][CH2:31]1)=[O:27], predict the reactants needed to synthesize it. The reactants are: [CH3:1][O:2][C:3]1[CH:4]=[C:5]([CH:19]=[CH:20][C:21]=1[O:22][CH3:23])[CH2:6][CH:7]1[C:16]2[C:11](=[CH:12][C:13]([O:17][CH3:18])=[CH:14][CH:15]=2)[CH2:10][CH2:9][NH:8]1.Br[CH2:25][C:26](Br)=[O:27].[NH2:29][CH:30]1[C:38]2[C:33](=[CH:34][CH:35]=[CH:36][CH:37]=2)[CH2:32][CH2:31]1.